This data is from Forward reaction prediction with 1.9M reactions from USPTO patents (1976-2016). The task is: Predict the product of the given reaction. (1) Given the reactants [N:1]1[C:5]2[CH:6]=[CH:7][CH:8]=[CH:9][C:4]=2[NH:3][C:2]=1[CH2:10][NH:11][C:12]([C:14]1[CH:31]=[CH:30][C:17]2[CH2:18][CH:19]([CH2:25][C:26]([O:28]C)=[O:27])[C:20](=[O:24])[N:21]([CH3:23])[CH2:22][C:16]=2[CH:15]=1)=[O:13].O[Li].O.C1COCC1, predict the reaction product. The product is: [N:1]1[C:5]2[CH:6]=[CH:7][CH:8]=[CH:9][C:4]=2[NH:3][C:2]=1[CH2:10][NH:11][C:12]([C:14]1[CH:31]=[CH:30][C:17]2[CH2:18][CH:19]([CH2:25][C:26]([OH:28])=[O:27])[C:20](=[O:24])[N:21]([CH3:23])[CH2:22][C:16]=2[CH:15]=1)=[O:13]. (2) The product is: [C:12]1([NH:11][C:9]2[N:10]=[C:6]3[CH:5]=[CH:4][CH:3]=[C:2]([C:58]4[CH:59]=[C:60]([OH:61])[CH:55]=[CH:56][CH:57]=4)[N:7]3[N:8]=2)[CH:17]=[CH:16][CH:15]=[CH:14][CH:13]=1. Given the reactants Br[C:2]1[N:7]2[N:8]=[C:9]([NH:11][C:12]3[CH:17]=[CH:16][CH:15]=[CH:14][CH:13]=3)[N:10]=[C:6]2[CH:5]=[CH:4][CH:3]=1.BrC1N2N=C(N)N=C2C=CC=1.IC1C=CC=CC=1.CC(C)([O-])C.[Na+].C1(P(C2C=CC=CC=2)C2C3[O:61][C:60]4[C:55](=[CH:56][CH:57]=[CH:58][C:59]=4P(C4C=CC=CC=4)C4C=CC=CC=4)C(C)(C)C=3C=CC=2)C=CC=CC=1.O.[Cl-].[Na+].O, predict the reaction product. (3) Given the reactants [S:1]1[C:5]([C:6]2[C:7]([O:36][CH3:37])=[CH:8][C:9]([O:34][CH3:35])=[C:10]([CH:12]=[CH:13][C:14]([CH:16]3[C:21](C)(C)[C:20]([O:24][CH3:25])=[C:19](C(C)(C)C)[C:18]([O:30][CH3:31])=[C:17]3O[SiH3])=[O:15])[CH:11]=2)=[CH:4][C:3]2[CH:38]=[CH:39][CH:40]=[CH:41][C:2]1=2.[F-].C([N+](CCCC)(CCCC)CCCC)CCC.[O:60]1CCCC1, predict the reaction product. The product is: [S:1]1[C:5]([C:6]2[C:7]([O:36][CH3:37])=[CH:8][C:9]([O:34][CH3:35])=[C:10]([CH:12]=[CH:13][C:14]([C:16]3[CH:21]=[C:20]([O:24][CH3:25])[C:19]([OH:60])=[C:18]([O:30][CH3:31])[CH:17]=3)=[O:15])[CH:11]=2)=[CH:4][C:3]2[CH:38]=[CH:39][CH:40]=[CH:41][C:2]1=2. (4) Given the reactants [N:1]1([CH:6]2[CH2:14][C:13]3[C:8](=[CH:9][CH:10]=[C:11]([OH:15])[CH:12]=3)[CH2:7]2)[CH2:5][CH2:4][CH2:3][CH2:2]1.C(=O)([O-])[O-].[K+].[K+].Cl[C:23]1[CH:28]=[CH:27][C:26]([I:29])=[CH:25][N:24]=1, predict the reaction product. The product is: [I:29][C:26]1[CH:27]=[CH:28][C:23]([O:15][C:11]2[CH:12]=[C:13]3[C:8](=[CH:9][CH:10]=2)[CH2:7][CH:6]([N:1]2[CH2:5][CH2:4][CH2:3][CH2:2]2)[CH2:14]3)=[N:24][CH:25]=1. (5) Given the reactants C(N(CC)CC)C.[Cl:8][C:9]1[CH:17]=[CH:16][C:12]([C:13](Cl)=[O:14])=[CH:11][CH:10]=1.[NH2:18][C:19]1[CH:20]=[CH:21][C:22]([CH3:38])=[C:23]([NH:25][C:26]([C:28]2[CH:29]=[C:30]3[C:35](=[CH:36][CH:37]=2)[N:34]=[CH:33][CH:32]=[CH:31]3)=[O:27])[CH:24]=1, predict the reaction product. The product is: [Cl:8][C:9]1[CH:17]=[CH:16][C:12]([C:13]([NH:18][C:19]2[CH:20]=[CH:21][C:22]([CH3:38])=[C:23]([NH:25][C:26]([C:28]3[CH:29]=[C:30]4[C:35](=[CH:36][CH:37]=3)[N:34]=[CH:33][CH:32]=[CH:31]4)=[O:27])[CH:24]=2)=[O:14])=[CH:11][CH:10]=1.